Task: Predict which catalyst facilitates the given reaction.. Dataset: Catalyst prediction with 721,799 reactions and 888 catalyst types from USPTO (1) Reactant: C(OC([N:8]1[CH2:12][C@@H:11]([N:13]([CH2:26][C:27]2[CH:32]=[C:31]([C:33]([F:36])([F:35])[F:34])[CH:30]=[C:29]([C:37]([F:40])([F:39])[F:38])[CH:28]=2)[C:14]2[N:19]=[CH:18][C:17]([C:20]3[CH:21]=[N:22][N:23]([CH3:25])[CH:24]=3)=[CH:16][N:15]=2)[CH2:10][C@H:9]1[CH2:41][CH3:42])=O)(C)(C)C.FC(F)(F)C(O)=O. Product: [F:39][C:37]([F:38])([F:40])[C:29]1[CH:28]=[C:27]([CH:32]=[C:31]([C:33]([F:36])([F:35])[F:34])[CH:30]=1)[CH2:26][N:13]([C@H:11]1[CH2:10][C@@H:9]([CH2:41][CH3:42])[NH:8][CH2:12]1)[C:14]1[N:15]=[CH:16][C:17]([C:20]2[CH:21]=[N:22][N:23]([CH3:25])[CH:24]=2)=[CH:18][N:19]=1. The catalyst class is: 2. (2) The catalyst class is: 82. Reactant: [F:1][C:2]1[CH:3]=[C:4]2[C:9](=[CH:10][CH:11]=1)[CH:8]=[N:7][CH:6]=[CH:5]2.C1C(=O)N([Br:19])C(=O)C1. Product: [Br:19][C:3]1[C:2]([F:1])=[CH:11][CH:10]=[C:9]2[C:4]=1[CH:5]=[CH:6][N:7]=[CH:8]2. (3) Reactant: [C:1]([C:5]1[CH:10]=[CH:9][C:8]([C:11]2[C:12]3[C:17]([CH:18]=[C:19]4[C:24]=2[CH:23]=[CH:22][CH:21]=[CH:20]4)=[CH:16][CH:15]=[CH:14][CH:13]=3)=[CH:7][CH:6]=1)([CH3:4])([CH3:3])[CH3:2].[Br:25]Br.C(Cl)(Cl)(Cl)Cl. Product: [Br:25][C:18]1[C:19]2[C:24]([C:11]([C:8]3[CH:7]=[CH:6][C:5]([C:1]([CH3:4])([CH3:2])[CH3:3])=[CH:10][CH:9]=3)=[C:12]3[C:17]=1[CH:16]=[CH:15][CH:14]=[CH:13]3)=[CH:23][CH:22]=[CH:21][CH:20]=2. The catalyst class is: 6. (4) Reactant: [CH3:1][O:2][C:3]1[CH:4]=[CH:5][C:6]2[S:10][CH:9]=[N:8][C:7]=2[C:11]=1[N+:12]([O-])=O.[H][H]. Product: [CH3:1][O:2][C:3]1[C:11]([NH2:12])=[C:7]2[N:8]=[CH:9][S:10][C:6]2=[CH:5][CH:4]=1. The catalyst class is: 19. (5) Reactant: [CH2:1]([O:3][C:4](=[O:17])[C:5](=[C:9]([NH2:16])[C:10]1[CH:15]=[CH:14][CH:13]=[CH:12][CH:11]=1)[C:6](=O)[CH3:7])[CH3:2].P12(SP3(SP(SP(S3)(S1)=S)(=S)S2)=S)=[S:19].ClC1C(=O)C(Cl)=C(Cl)C(=O)C=1Cl. Product: [CH2:1]([O:3][C:4]([C:5]1[C:9]([C:10]2[CH:15]=[CH:14][CH:13]=[CH:12][CH:11]=2)=[N:16][S:19][C:6]=1[CH3:7])=[O:17])[CH3:2]. The catalyst class is: 11.